From a dataset of Forward reaction prediction with 1.9M reactions from USPTO patents (1976-2016). Predict the product of the given reaction. (1) Given the reactants [N:1]1[N:2]=[C:3]([C:10]2[CH:19]=[CH:18][C:17]3[C:12](=[C:13]([O:20][C@H:21]4[CH2:26][CH2:25][N:24](C(OC(C)(C)C)=O)[C@H:23]([CH2:34][O:35][CH3:36])[CH2:22]4)[CH:14]=[CH:15][CH:16]=3)[N:11]=2)[N:4]2[CH:9]=[CH:8][CH:7]=[CH:6][C:5]=12.Cl, predict the reaction product. The product is: [N:1]1[N:2]=[C:3]([C:10]2[CH:19]=[CH:18][C:17]3[C:12](=[C:13]([O:20][C@H:21]4[CH2:26][CH2:25][NH:24][C@H:23]([CH2:34][O:35][CH3:36])[CH2:22]4)[CH:14]=[CH:15][CH:16]=3)[N:11]=2)[N:4]2[CH:9]=[CH:8][CH:7]=[CH:6][C:5]=12. (2) Given the reactants [H-].[Na+].[OH:3][CH2:4][C:5]1([CH2:9][O:10][C:11]2[CH:16]=[C:15]([CH3:17])[C:14]([C:18]3[CH:23]=[CH:22][CH:21]=[C:20]([CH2:24][O:25][C:26]4[CH:31]=[CH:30][C:29]([C:32]5([CH2:36][C:37]([O:39][CH2:40][CH3:41])=[O:38])[CH2:35][O:34][CH2:33]5)=[CH:28][CH:27]=4)[CH:19]=3)=[C:13]([CH3:42])[CH:12]=2)[CH2:8][O:7][CH2:6]1.I[CH3:44], predict the reaction product. The product is: [CH3:44][O:3][CH2:4][C:5]1([CH2:9][O:10][C:11]2[CH:12]=[C:13]([CH3:42])[C:14]([C:18]3[CH:23]=[CH:22][CH:21]=[C:20]([CH2:24][O:25][C:26]4[CH:31]=[CH:30][C:29]([C:32]5([CH2:36][C:37]([O:39][CH2:40][CH3:41])=[O:38])[CH2:33][O:34][CH2:35]5)=[CH:28][CH:27]=4)[CH:19]=3)=[C:15]([CH3:17])[CH:16]=2)[CH2:8][O:7][CH2:6]1. (3) Given the reactants [C:1]([O:5][C:6]([N:8]([O:30][CH2:31][CH2:32][CH3:33])[C:9]([N:11]([C:23]([O:25][C:26]([CH3:29])([CH3:28])[CH3:27])=[O:24])[NH:12]C(OCC1C=CC=CC=1)=O)=[NH:10])=[O:7])([CH3:4])([CH3:3])[CH3:2], predict the reaction product. The product is: [C:1]([O:5][C:6]([N:8]([O:30][CH2:31][CH2:32][CH3:33])[C:9]([N:11]([C:23]([O:25][C:26]([CH3:29])([CH3:28])[CH3:27])=[O:24])[NH2:12])=[NH:10])=[O:7])([CH3:4])([CH3:3])[CH3:2]. (4) Given the reactants [Cl:1][C:2]1[CH:7]=[CH:6][C:5]([C:8]2[N:12](CC3C=CC(CCC(O)=O)=CC=3)[C:11]3[CH:25]=[C:26](F)[C:27](F)=[CH:28][C:10]=3[N:9]=2)=[C:4]([O:31][CH2:32]C2CCCC2)[CH:3]=1.C1(CN2C3C=C(F)C(F)=CC=3N=C2C2C=CC=CC=2OCC2C=CC(C3NN=NN=3)=CC=2F)CCCCC1.Br[CH2:77][C:78]1[CH:85]=[CH:84][C:81]([C:82]#[N:83])=[CH:80][C:79]=1[F:86], predict the reaction product. The product is: [Cl:1][C:2]1[CH:7]=[CH:6][C:5]([C:8]2[N:9]([CH2:77][C:78]3[CH:85]=[CH:84][C:81]([C:82]#[N:83])=[CH:80][C:79]=3[F:86])[C:10]3[CH:28]=[CH:27][CH:26]=[CH:25][C:11]=3[N:12]=2)=[C:4]([O:31][CH3:32])[CH:3]=1. (5) Given the reactants [C:1]([NH:4][CH2:5][CH2:6][C:7]1[CH:12]=[CH:11][CH:10]=[C:9]([N+:13]([O-])=O)[CH:8]=1)(=[O:3])[CH3:2].C([O-])(=O)C.[NH4+].O, predict the reaction product. The product is: [C:1]([NH:4][CH2:5][CH2:6][C:7]1[CH:12]=[CH:11][CH:10]=[C:9]([NH2:13])[CH:8]=1)(=[O:3])[CH3:2].